Predict the product of the given reaction. From a dataset of Forward reaction prediction with 1.9M reactions from USPTO patents (1976-2016). (1) Given the reactants [F:1][C:2]1[CH:8]=[C:7]([I:9])[CH:6]=[CH:5][C:3]=1[NH2:4].[Li+].C[Si]([N-][Si](C)(C)C)(C)C.[N+:46]([C:39]1[C:38](F)=[CH:43][C:42]([F:44])=[CH:41][C:40]=1C=CCOCC=C[C:38]1[CH:43]=[C:42]([F:44])[CH:41]=[C:40](F)[C:39]=1[N+:46]([O-:48])=[O:47])([O-:48])=[O:47].[CH2:49]1C[O:52][CH2:51][CH2:50]1, predict the reaction product. The product is: [CH2:51]([O:52][C:40]1[C:39]([N+:46]([O-:48])=[O:47])=[C:38]([NH:4][C:3]2[CH:5]=[CH:6][C:7]([I:9])=[CH:8][C:2]=2[F:1])[CH:43]=[C:42]([F:44])[CH:41]=1)[CH:50]=[CH2:49]. (2) The product is: [C:1]([O:5][C@@H:6]([C:12]1[C:21]([CH3:22])=[CH:20][C:19]2[C:14](=[CH:15][CH:16]=[CH:17][CH:18]=2)[C:13]=1[C:23]1[CH2:28][CH2:27][C:26]([CH3:30])([CH3:29])[CH2:25][CH:24]=1)[C:7]([OH:9])=[O:8])([CH3:4])([CH3:2])[CH3:3]. Given the reactants [C:1]([O:5][C@@H:6]([C:12]1[C:21]([CH3:22])=[CH:20][C:19]2[C:14](=[CH:15][CH:16]=[CH:17][CH:18]=2)[C:13]=1[C:23]1[CH2:28][CH2:27][C:26]([CH3:30])([CH3:29])[CH2:25][CH:24]=1)[C:7]([O:9]CC)=[O:8])([CH3:4])([CH3:3])[CH3:2].[OH-].[Li+], predict the reaction product. (3) Given the reactants P(Cl)(Cl)(Cl)(Cl)[Cl:2].[CH2:7]([S:14]([OH:17])(=O)=[O:15])[CH2:8][CH2:9][CH2:10][CH2:11][CH2:12][CH3:13].[Na], predict the reaction product. The product is: [CH2:7]([S:14]([Cl:2])(=[O:17])=[O:15])[CH2:8][CH2:9][CH2:10][CH2:11][CH2:12][CH3:13]. (4) The product is: [CH3:14][C:13]1[O:16][C:8]2[CH:7]=[C:6]([C:1](=[O:5])[CH2:2][CH2:3][CH3:4])[CH:11]=[CH:10][C:9]=2[N:12]=1. Given the reactants [C:1]([C:6]1[CH:11]=[CH:10][C:9]([NH:12][C:13](=O)[CH3:14])=[C:8]([OH:16])[CH:7]=1)(=[O:5])[CH2:2][CH2:3][CH3:4].CC1C=CC(S(O)(=O)=O)=CC=1, predict the reaction product. (5) Given the reactants [BH4-].[Na+].[F:3][C:4]1[CH:9]=[CH:8][C:7]([C:10]2[CH:11]=[C:12]3[C:17](=[CH:18][CH:19]=2)[CH:16]=[C:15]([S:20]([C:23]2[C:24]([CH:28]=[O:29])=[CH:25][S:26][CH:27]=2)(=[O:22])=[O:21])[CH:14]=[CH:13]3)=[CH:6][CH:5]=1, predict the reaction product. The product is: [F:3][C:4]1[CH:5]=[CH:6][C:7]([C:10]2[CH:11]=[C:12]3[C:17](=[CH:18][CH:19]=2)[CH:16]=[C:15]([S:20]([C:23]2[C:24]([CH2:28][OH:29])=[CH:25][S:26][CH:27]=2)(=[O:22])=[O:21])[CH:14]=[CH:13]3)=[CH:8][CH:9]=1. (6) The product is: [CH:28]1([C:27]#[C:26][C:2]2[CH:3]=[C:4]([C:9](=[O:22])[C:10]([C:12]3[CH:17]=[CH:16][C:15]([O:18][CH:19]([F:21])[F:20])=[CH:14][CH:13]=3)=[O:11])[CH:5]=[CH:6][C:7]=2[F:8])[CH2:29][CH2:24]1. Given the reactants Br[C:2]1[CH:3]=[C:4]([C:9](=[O:22])[C:10]([C:12]2[CH:17]=[CH:16][C:15]([O:18][CH:19]([F:21])[F:20])=[CH:14][CH:13]=2)=[O:11])[CH:5]=[CH:6][C:7]=1[F:8].C[CH:24]1[CH2:29][CH2:28][CH2:27][CH:26](C)N1.C(C1CC1)#C, predict the reaction product. (7) The product is: [CH3:1][NH:2][C:3]([C:5]1[CH:6]=[N:7][N:8]([C:10]2[N:18]=[C:17]3[C:13]([N:14]=[CH:15][N:16]3[C@@H:19]3[CH2:23][C@H:22]([NH:24][C:25](=[O:28])[CH2:26][CH3:27])[C@@H:21]([OH:29])[C@H:20]3[OH:30])=[C:12]([NH2:31])[N:11]=2)[CH:9]=1)=[O:4]. Given the reactants [CH3:1][NH:2][C:3]([C:5]1[CH:6]=[N:7][N:8]([C:10]2[N:18]=[C:17]3[C:13]([N:14]=[CH:15][N:16]3[C@@H:19]3[CH2:23][C@H:22]([NH:24][C:25](=[O:28])[CH2:26][CH3:27])[C@@H:21]([OH:29])[C@H:20]3[OH:30])=[C:12]([NH:31]C(C3C=CC(OC)=CC=3)C3C=CC(OC)=CC=3)[N:11]=2)[CH:9]=1)=[O:4].FC(F)(F)C(O)=O, predict the reaction product.